From a dataset of Catalyst prediction with 721,799 reactions and 888 catalyst types from USPTO. Predict which catalyst facilitates the given reaction. (1) Reactant: C([N:8]1[CH2:39][C:10]2([CH2:17][N:16]3[C:18]4[CH:19]=[C:20]([C:31]([O:33][CH3:34])=[O:32])[CH:21]=[CH:22][C:23]=4[C:24]([CH:25]4[CH2:30][CH2:29][CH2:28][CH2:27][CH2:26]4)=[C:15]3[C:14]3[CH:35]=[CH:36][CH:37]=[CH:38][C:13]=3[O:12][CH2:11]2)[CH2:9]1)C1C=CC=CC=1.[ClH:40]. Product: [CH:25]1([C:24]2[C:23]3[CH:22]=[CH:21][C:20]([C:31]([O:33][CH3:34])=[O:32])=[CH:19][C:18]=3[N:16]3[C:15]=2[C:14]2[CH:35]=[CH:36][CH:37]=[CH:38][C:13]=2[O:12][CH2:11][C:10]2([CH2:9][NH:8][CH2:39]2)[CH2:17]3)[CH2:26][CH2:27][CH2:28][CH2:29][CH2:30]1.[ClH:40]. The catalyst class is: 515. (2) Reactant: [C:1]([O:5][C:6]([N:8]1[CH2:13][CH2:12][CH:11]([NH2:14])[CH2:10][CH2:9]1)=[O:7])([CH3:4])([CH3:3])[CH3:2].[CH:15](=O)[C:16]1[CH:21]=[CH:20][CH:19]=[CH:18][CH:17]=1.[BH3-]C#N.[Na+]. Product: [C:1]([O:5][C:6]([N:8]1[CH2:13][CH2:12][CH:11]([NH:14][CH2:15][C:16]2[CH:21]=[CH:20][CH:19]=[CH:18][CH:17]=2)[CH2:10][CH2:9]1)=[O:7])([CH3:4])([CH3:2])[CH3:3]. The catalyst class is: 130. (3) Reactant: [CH3:1][C:2]([O:5][C:6]([NH:8][C@@H:9]1[CH2:14][NH:13][CH2:12][CH2:11][CH2:10]1)=[O:7])([CH3:4])[CH3:3].C(=O)(O)[O-].[Na+].C1COCC1.F[C:26]1[CH:31]=[CH:30][C:29]([C:32]([F:35])([F:34])[F:33])=[CH:28][C:27]=1[N+:36]([O-:38])=[O:37]. Product: [N+:36]([C:27]1[CH:28]=[C:29]([C:32]([F:33])([F:34])[F:35])[CH:30]=[CH:31][C:26]=1[N:13]1[CH2:12][CH2:11][CH2:10][C@H:9]([NH:8][C:6](=[O:7])[O:5][C:2]([CH3:1])([CH3:3])[CH3:4])[CH2:14]1)([O-:38])=[O:37]. The catalyst class is: 6. (4) Reactant: [Br:1][C:2]1[CH:7]=[C:6]([N+:8]([O-])=O)[CH:5]=[C:4]([CH:11]([F:13])[F:12])[CH:3]=1.[Cl-].[NH4+]. Product: [Br:1][C:2]1[CH:7]=[C:6]([CH:5]=[C:4]([CH:11]([F:12])[F:13])[CH:3]=1)[NH2:8]. The catalyst class is: 314. (5) Reactant: [ClH:1].Cl.[NH2:3][C@@H:4]1[CH2:6][C@H:5]1[C:7]1[CH:8]=[C:9]([CH:19]=[CH:20][C:21]=1[CH3:22])[C:10]([NH:12][C:13]1[CH:14]=[N:15][N:16]([CH3:18])[CH:17]=1)=[O:11].C(=O)([O-])O.[Na+].[C:28]1(=O)[CH2:31][CH2:30][CH2:29]1. Product: [ClH:1].[CH:28]1([NH:3][C@@H:4]2[CH2:6][C@H:5]2[C:7]2[CH:8]=[C:9]([CH:19]=[CH:20][C:21]=2[CH3:22])[C:10]([NH:12][C:13]2[CH:14]=[N:15][N:16]([CH3:18])[CH:17]=2)=[O:11])[CH2:31][CH2:30][CH2:29]1. The catalyst class is: 130.